This data is from Full USPTO retrosynthesis dataset with 1.9M reactions from patents (1976-2016). The task is: Predict the reactants needed to synthesize the given product. (1) Given the product [CH2:1]([O:3][C:4](=[O:31])[CH2:5][C:6]1[CH:11]=[CH:10][C:9]([O:12][CH3:13])=[C:8]([O:14][C:15]2[CH:20]=[CH:19][C:18]([NH:21][C:34](=[O:35])[C:33]([CH3:38])([CH3:37])[CH3:32])=[CH:17][C:16]=2[CH2:22][N:23]([C:26]([CH:28]2[CH2:29][CH2:30]2)=[O:27])[CH2:24][CH3:25])[CH:7]=1)[CH3:2], predict the reactants needed to synthesize it. The reactants are: [CH2:1]([O:3][C:4](=[O:31])[CH2:5][C:6]1[CH:11]=[CH:10][C:9]([O:12][CH3:13])=[C:8]([O:14][C:15]2[CH:20]=[CH:19][C:18]([NH2:21])=[CH:17][C:16]=2[CH2:22][N:23]([C:26]([CH:28]2[CH2:30][CH2:29]2)=[O:27])[CH2:24][CH3:25])[CH:7]=1)[CH3:2].[CH3:32][C:33]([CH3:38])([CH3:37])[C:34](Cl)=[O:35]. (2) The reactants are: [CH2:1]([O:8][C:9](=[O:29])[NH:10][C:11]1[CH:16]=[CH:15][CH:14]=[C:13]([O:17][C:18]2[CH:23]=[CH:22][C:21]([N+:24]([O-:26])=[O:25])=[C:20]([CH:27]=O)[CH:19]=2)[CH:12]=1)[C:2]1[CH:7]=[CH:6][CH:5]=[CH:4][CH:3]=1.[CH2:30]([NH2:33])[CH2:31][CH3:32].[BH-](OC(C)=O)(OC(C)=O)OC(C)=O.[Na+]. Given the product [CH2:1]([O:8][C:9](=[O:29])[NH:10][C:11]1[CH:16]=[CH:15][CH:14]=[C:13]([O:17][C:18]2[CH:23]=[CH:22][C:21]([N+:24]([O-:26])=[O:25])=[C:20]([CH2:27][NH:33][CH2:30][CH2:31][CH3:32])[CH:19]=2)[CH:12]=1)[C:2]1[CH:3]=[CH:4][CH:5]=[CH:6][CH:7]=1, predict the reactants needed to synthesize it. (3) The reactants are: [CH:1]1([N:7]([CH:19]2[CH2:24][CH2:23][CH2:22][CH2:21][CH2:20]2)[C:8]([NH:10][C:11]2[S:12][C:13]([S:16]C#N)=[CH:14][N:15]=2)=[O:9])[CH2:6][CH2:5][CH2:4][CH2:3][CH2:2]1.SC[C@@H]([C@@H](CS)O)O.Cl[CH2:34][CH2:35][N:36]1[CH2:41][CH2:40][CH2:39][CH2:38][CH2:37]1. Given the product [CH:19]1([N:7]([CH:1]2[CH2:2][CH2:3][CH2:4][CH2:5][CH2:6]2)[C:8]([NH:10][C:11]2[S:12][C:13]([S:16][CH2:34][CH2:35][N:36]3[CH2:41][CH2:40][CH2:39][CH2:38][CH2:37]3)=[CH:14][N:15]=2)=[O:9])[CH2:20][CH2:21][CH2:22][CH2:23][CH2:24]1, predict the reactants needed to synthesize it. (4) Given the product [CH2:27]([O:29][C:30](=[O:39])[C:31]1[C:36]([F:37])=[CH:35][CH:34]=[C:33]([C:20]2[CH2:21][CH2:22][CH2:23][C:19]=2[C:10]2[CH:11]=[C:12]([C:15]([F:18])([F:17])[F:16])[CH:13]=[CH:14][C:9]=2[O:8][CH2:1][C:2]2[CH:7]=[CH:6][CH:5]=[CH:4][CH:3]=2)[CH:32]=1)[CH3:28], predict the reactants needed to synthesize it. The reactants are: [CH2:1]([O:8][C:9]1[CH:14]=[CH:13][C:12]([C:15]([F:18])([F:17])[F:16])=[CH:11][C:10]=1[C:19]1[CH2:23][CH2:22][CH2:21][C:20]=1B(O)O)[C:2]1[CH:7]=[CH:6][CH:5]=[CH:4][CH:3]=1.[CH2:27]([O:29][C:30](=[O:39])[C:31]1[C:36]([F:37])=[CH:35][CH:34]=[C:33](Br)[CH:32]=1)[CH3:28]. (5) The reactants are: Br[C:2]1[C:3]([NH2:9])=[N:4][C:5](=[O:8])[NH:6][CH:7]=1.[F:10][CH:11]1[CH2:16][CH2:15][CH2:14][NH:13][CH2:12]1.C(N(C(C)C)CC)(C)C. Given the product [NH2:9][C:3]1[NH:4][C:5](=[O:8])[N:6]=[CH:7][C:2]=1[N:13]1[CH2:14][CH2:15][CH2:16][CH:11]([F:10])[CH2:12]1, predict the reactants needed to synthesize it.